Dataset: Reaction yield outcomes from USPTO patents with 853,638 reactions. Task: Predict the reaction yield, written as a fraction of the theoretical maximum amount of product (1.0 means a 100% yield; for example, 0.34 means a 34% yield). The reactants are [Cl:1][C:2]1[CH:7]=[C:6]([O:8][CH2:9][C:10]2[C:11]([C:18]3[C:23]([Cl:24])=[CH:22][CH:21]=[CH:20][C:19]=3[Cl:25])=[N:12][O:13][C:14]=2[CH:15]2[CH2:17][CH2:16]2)[CH:5]=[CH:4][C:3]=1[C:26]1([OH:40])[CH2:29][CH:28]([C:30]2[CH:31]=[C:32]([S:36](Cl)(=[O:38])=[O:37])[CH:33]=[CH:34][CH:35]=2)[CH2:27]1.[NH4+:41].[OH-]. The catalyst is CC#N. The product is [Cl:1][C:2]1[CH:7]=[C:6]([O:8][CH2:9][C:10]2[C:11]([C:18]3[C:23]([Cl:24])=[CH:22][CH:21]=[CH:20][C:19]=3[Cl:25])=[N:12][O:13][C:14]=2[CH:15]2[CH2:17][CH2:16]2)[CH:5]=[CH:4][C:3]=1[C:26]1([OH:40])[CH2:29][CH:28]([C:30]2[CH:31]=[C:32]([S:36]([NH2:41])(=[O:38])=[O:37])[CH:33]=[CH:34][CH:35]=2)[CH2:27]1. The yield is 0.100.